This data is from Catalyst prediction with 721,799 reactions and 888 catalyst types from USPTO. The task is: Predict which catalyst facilitates the given reaction. (1) Reactant: [OH:1][N:2]=[C:3]([C:14]#[N:15])[C:4]1[CH:9]=[CH:8][C:7]([O:10][CH3:11])=[C:6]([O:12][CH3:13])[CH:5]=1.[CH:16]([C:19]1[CH:24]=[C:23]([CH:25]([CH3:27])[CH3:26])[CH:22]=[C:21]([CH:28]([CH3:30])[CH3:29])[C:20]=1[S:31](Cl)(=[O:33])=[O:32])([CH3:18])[CH3:17].C(N(CC)CC)C. Product: [CH:16]([C:19]1[CH:24]=[C:23]([CH:25]([CH3:26])[CH3:27])[CH:22]=[C:21]([CH:28]([CH3:30])[CH3:29])[C:20]=1[S:31]([O:1][N:2]=[C:3]([C:14]#[N:15])[C:4]1[CH:9]=[CH:8][C:7]([O:10][CH3:11])=[C:6]([O:12][CH3:13])[CH:5]=1)(=[O:33])=[O:32])([CH3:17])[CH3:18]. The catalyst class is: 10. (2) Reactant: [S:1]1[C:9]2[CH:8]=[CH:7][N:6]=[CH:5][C:4]=2[CH:3]=[C:2]1[C:10](=[O:12])[CH3:11].[H-].[H-].[H-].[H-].[Li+].[Al+3]. Product: [S:1]1[C:9]2[CH:8]=[CH:7][N:6]=[CH:5][C:4]=2[CH:3]=[C:2]1[CH:10]([OH:12])[CH3:11]. The catalyst class is: 1. (3) Reactant: [F:1][C:2]1[CH:9]=[C:8]([C:10]#[C:11][Si](C)(C)C)[CH:7]=[CH:6][C:3]=1[CH:4]=[O:5].C([O-])([O-])=O.[K+].[K+]. Product: [C:10]([C:8]1[CH:7]=[CH:6][C:3]([CH:4]=[O:5])=[C:2]([F:1])[CH:9]=1)#[CH:11]. The catalyst class is: 5. (4) Reactant: [N+:1]([CH2:4][CH2:5][C:6]([C:8]1[CH:13]=[CH:12][C:11]([CH2:14][CH2:15][CH2:16][CH2:17][CH2:18][CH2:19][CH2:20][CH3:21])=[CH:10][CH:9]=1)=O)([O-:3])=[O:2].C([SiH](CC)CC)C.O. Product: [N+:1]([CH2:4][CH2:5][CH2:6][C:8]1[CH:9]=[CH:10][C:11]([CH2:14][CH2:15][CH2:16][CH2:17][CH2:18][CH2:19][CH2:20][CH3:21])=[CH:12][CH:13]=1)([O-:3])=[O:2]. The catalyst class is: 528. (5) Reactant: Br[C:2]1[N:7]=[C:6]([CH3:8])[NH:5][C:4](=[O:9])[C:3]=1[N+:10]([O-:12])=[O:11].[C:13]1([CH:19]2[CH2:24][CH2:23][NH:22][CH2:21][CH2:20]2)[CH:18]=[CH:17][CH:16]=[CH:15][CH:14]=1.C(N(C(C)C)C(C)C)C. Product: [CH3:8][C:6]1[NH:5][C:4](=[O:9])[C:3]([N+:10]([O-:12])=[O:11])=[C:2]([N:22]2[CH2:23][CH2:24][CH:19]([C:13]3[CH:18]=[CH:17][CH:16]=[CH:15][CH:14]=3)[CH2:20][CH2:21]2)[N:7]=1. The catalyst class is: 9. (6) Reactant: C(OC(=O)[NH:7][CH2:8][CH2:9][NH:10][C:11]([CH:13]1[CH2:18][CH2:17][N:16]([C:19]2[CH:24]=[CH:23][C:22](=[O:25])[N:21]([CH3:26])[N:20]=2)[CH2:15][CH2:14]1)=[O:12])(C)(C)C.[ClH:28]. Product: [ClH:28].[NH2:7][CH2:8][CH2:9][NH:10][C:11]([CH:13]1[CH2:18][CH2:17][N:16]([C:19]2[CH:24]=[CH:23][C:22](=[O:25])[N:21]([CH3:26])[N:20]=2)[CH2:15][CH2:14]1)=[O:12]. The catalyst class is: 8. (7) Reactant: [C:1]([O:9][C@H](CC1C=C(C)C2C(=CN(COCC[Si](C)(C)C)N=2)C=1)C(OC)=O)(=[O:8])[C:2]1[CH:7]=[CH:6][CH:5]=[CH:4][CH:3]=1.O.[OH-].[Li+]. Product: [C:1]([OH:9])(=[O:8])[C:2]1[CH:7]=[CH:6][CH:5]=[CH:4][CH:3]=1. The catalyst class is: 193. (8) Reactant: [Br:1][C:2]1[N:7]=[CH:6][C:5]([NH:8][CH3:9])=[C:4]([NH2:10])[CH:3]=1.[CH2:11]([S:13]([C:16]1[C:17]([C:26]([OH:28])=O)=[N:18][CH:19]=[C:20]([C:22]([F:25])([F:24])[F:23])[CH:21]=1)(=[O:15])=[O:14])[CH3:12].CN(C(ON1N=NC2C=CC=NC1=2)=[N+](C)C)C.F[P-](F)(F)(F)(F)F.CCN(C(C)C)C(C)C. Product: [NH2:10][C:4]1[CH:3]=[C:2]([Br:1])[N:7]=[CH:6][C:5]=1[N:8]([CH3:9])[C:26]([C:17]1[C:16]([S:13]([CH2:11][CH3:12])(=[O:14])=[O:15])=[CH:21][C:20]([C:22]([F:23])([F:24])[F:25])=[CH:19][N:18]=1)=[O:28]. The catalyst class is: 173. (9) The catalyst class is: 6. Product: [Br:8][C:5]1[CH:4]=[N:3][C:2]([N:14]2[CH2:15][CH2:16][C:11]([F:17])([F:10])[CH2:12][CH2:13]2)=[CH:7][N:6]=1. Reactant: Br[C:2]1[CH:7]=[N:6][C:5]([Br:8])=[CH:4][N:3]=1.Cl.[F:10][C:11]1([F:17])[CH2:16][CH2:15][NH:14][CH2:13][CH2:12]1.C(=O)([O-])[O-].[Cs+].[Cs+].CS(C)=O. (10) Reactant: [OH:1][CH2:2][C:3]1[CH:8]=[CH:7][C:6]([C:9]#[C:10][C:11]2[CH:23]=[CH:22][C:14]([O:15][CH2:16][C:17]([O:19]CC)=[O:18])=[CH:13][CH:12]=2)=[CH:5][CH:4]=1.O[Li].O.Cl. Product: [OH:1][CH2:2][C:3]1[CH:4]=[CH:5][C:6]([C:9]#[C:10][C:11]2[CH:12]=[CH:13][C:14]([O:15][CH2:16][C:17]([OH:19])=[O:18])=[CH:22][CH:23]=2)=[CH:7][CH:8]=1. The catalyst class is: 20.